This data is from Catalyst prediction with 721,799 reactions and 888 catalyst types from USPTO. The task is: Predict which catalyst facilitates the given reaction. (1) Reactant: [C:1](=[O:4])(O)[O-:2].[Na+].[CH3:6][O:7][C:8]([C@H:10]1[C@H:14]([C:15]2[CH:20]=[CH:19][CH:18]=[C:17]([Br:21])[CH:16]=2)[CH2:13][NH:12][CH2:11]1)=[O:9]. Product: [CH3:6][O:7][C:8]([C@H:10]1[C@H:14]([C:15]2[CH:20]=[CH:19][CH:18]=[C:17]([Br:21])[CH:16]=2)[CH2:13][N:12]([C:1]([O:2][C:10]([CH3:14])([CH3:11])[CH3:8])=[O:4])[CH2:11]1)=[O:9]. The catalyst class is: 2. (2) Reactant: [C:1](Cl)(Cl)=[S:2].C(=O)([O-])[O-].[K+].[K+].[CH3:11][C:12]1[CH:13]=[C:14]([CH2:19][CH:20]([NH2:29])[C:21]2[CH:26]=[CH:25][CH:24]=[C:23]([CH3:27])[C:22]=2[CH3:28])[CH:15]=[C:16]([CH3:18])[CH:17]=1.ClCCl. Product: [CH3:11][C:12]1[CH:13]=[C:14]([CH2:19][CH:20]([N:29]=[C:1]=[S:2])[C:21]2[CH:26]=[CH:25][CH:24]=[C:23]([CH3:27])[C:22]=2[CH3:28])[CH:15]=[C:16]([CH3:18])[CH:17]=1. The catalyst class is: 146. (3) Reactant: Cl.[F:2][CH2:3][CH2:4][CH2:5][NH2:6].[C:7](O[C:7]([O:9][C:10]([CH3:13])([CH3:12])[CH3:11])=[O:8])([O:9][C:10]([CH3:13])([CH3:12])[CH3:11])=[O:8].C(N(CC)CC)C. Product: [F:2][CH2:3][CH2:4][CH2:5][NH:6][C:7](=[O:8])[O:9][C:10]([CH3:13])([CH3:12])[CH3:11]. The catalyst class is: 4. (4) Reactant: [F:1][C:2]1[CH:9]=[C:8]([F:10])[CH:7]=[CH:6][C:3]=1[CH:4]=O.C([CH2:14][S:15]([CH2:18][S:19]([CH2:22][C:23](O)=O)(=[O:21])=[O:20])(=[O:17])=[O:16])(O)=O. Product: [F:1][C:2]1[CH:9]=[C:8]([F:10])[CH:7]=[CH:6][C:3]=1/[CH:4]=[CH:14]/[S:15]([CH2:18][S:19](/[CH:22]=[CH:23]/[C:7]1[CH:6]=[CH:3][C:2]([F:1])=[CH:9][C:8]=1[F:10])(=[O:21])=[O:20])(=[O:17])=[O:16]. The catalyst class is: 15. (5) Reactant: [CH3:1][CH:2]([N:4]1[C:8]2[N:9]=[C:10]([C:16]3[CH:21]=[CH:20][N:19]=[CH:18][CH:17]=3)[CH:11]=[C:12]([C:13](O)=[O:14])[C:7]=2[CH:6]=[N:5]1)[CH3:3].[NH2:22][CH2:23][C:24]1[C:25](=[O:34])[NH:26][C:27]([CH3:33])=[CH:28][C:29]=1[CH2:30][CH2:31][CH3:32].C(Cl)CCl.C1C=NC2N(O)N=NC=2C=1.CN1CCOCC1. Product: [CH3:1][CH:2]([N:4]1[C:8]2[N:9]=[C:10]([C:16]3[CH:21]=[CH:20][N:19]=[CH:18][CH:17]=3)[CH:11]=[C:12]([C:13]([NH:22][CH2:23][C:24]3[C:25](=[O:34])[NH:26][C:27]([CH3:33])=[CH:28][C:29]=3[CH2:30][CH2:31][CH3:32])=[O:14])[C:7]=2[CH:6]=[N:5]1)[CH3:3]. The catalyst class is: 18. (6) Reactant: C(OC([N:8]([C:13]1[CH:51]=[CH:50][C:16]([C:17]([NH:19][CH2:20][C:21]([O:23][C@H:24]([C:35]2[CH:40]=[CH:39][C:38]([O:41][CH:42]([F:44])[F:43])=[C:37]([O:45][CH2:46][CH:47]3[CH2:49][CH2:48]3)[CH:36]=2)[CH2:25][C:26]2[C:31]([Cl:32])=[CH:30][N+:29]([O-:33])=[CH:28][C:27]=2[Cl:34])=[O:22])=[O:18])=[CH:15][C:14]=1[O:52][CH2:53][CH:54]1[CH2:56][CH2:55]1)[S:9]([CH3:12])(=[O:11])=[O:10])=O)(C)(C)C. Product: [Cl:34][C:27]1[CH:28]=[N+:29]([O-:33])[CH:30]=[C:31]([Cl:32])[C:26]=1[CH2:25][C@@H:24]([C:35]1[CH:40]=[CH:39][C:38]([O:41][CH:42]([F:43])[F:44])=[C:37]([O:45][CH2:46][CH:47]2[CH2:49][CH2:48]2)[CH:36]=1)[O:23][C:21](=[O:22])[CH2:20][NH:19][C:17](=[O:18])[C:16]1[CH:50]=[CH:51][C:13]([NH:8][S:9]([CH3:12])(=[O:11])=[O:10])=[C:14]([O:52][CH2:53][CH:54]2[CH2:55][CH2:56]2)[CH:15]=1. The catalyst class is: 818. (7) Reactant: [CH3:1][O:2][C:3]1[CH:8]=[CH:7][CH:6]=[CH:5][C:4]=1[C:9]1[C:13]([C:14]([OH:16])=O)=[C:12]([CH3:17])[O:11][N:10]=1.[Cl:18][C:19]1[C:25]([N:26]2[CH2:31][CH2:30][NH:29][CH2:28][CH2:27]2)=[CH:24][C:22]([NH2:23])=[C:21]([N+:32]([O-:34])=[O:33])[CH:20]=1.C(Cl)CCl.CN(C=O)C. Product: [NH2:23][C:22]1[C:21]([N+:32]([O-:34])=[O:33])=[CH:20][C:19]([Cl:18])=[C:25]([N:26]2[CH2:31][CH2:30][N:29]([C:14]([C:13]3[C:9]([C:4]4[CH:5]=[CH:6][CH:7]=[CH:8][C:3]=4[O:2][CH3:1])=[N:10][O:11][C:12]=3[CH3:17])=[O:16])[CH2:28][CH2:27]2)[CH:24]=1. The catalyst class is: 143. (8) Product: [C:29]1([CH:7]([C:1]2[CH:6]=[CH:5][CH:4]=[CH:3][CH:2]=2)[N:8]2[CH2:11][CH:10]([CH:12]([C:17]3[CH:18]=[C:19]([C:24]4[N:28]([CH3:37])[N:27]=[N:26][N:25]=4)[CH:20]=[C:21]([F:23])[CH:22]=3)[C:13]([F:16])([CH3:15])[CH3:14])[CH2:9]2)[CH:34]=[CH:33][CH:32]=[CH:31][CH:30]=1. The catalyst class is: 23. Reactant: [C:1]1([CH:7]([C:29]2[CH:34]=[CH:33][CH:32]=[CH:31][CH:30]=2)[N:8]2[CH2:11][CH:10]([CH:12]([C:17]3[CH:18]=[C:19]([C:24]4[NH:28][N:27]=[N:26][N:25]=4)[CH:20]=[C:21]([F:23])[CH:22]=3)[C:13]([F:16])([CH3:15])[CH3:14])[CH2:9]2)[CH:6]=[CH:5][CH:4]=[CH:3][CH:2]=1.CI.[CH3:37]CN(C(C)C)C(C)C. (9) Reactant: [CH2:1]([O:3][C:4](=[O:21])[CH:5]=[C:6]1[CH2:11][CH2:10][CH:9]([C:12]2[CH:17]=[CH:16][C:15]([N+:18]([O-])=O)=[CH:14][CH:13]=2)[CH2:8][CH2:7]1)[CH3:2]. The catalyst class is: 45. Product: [CH2:1]([O:3][C:4](=[O:21])[CH2:5][C@H:6]1[CH2:11][CH2:10][C@H:9]([C:12]2[CH:17]=[CH:16][C:15]([NH2:18])=[CH:14][CH:13]=2)[CH2:8][CH2:7]1)[CH3:2].